This data is from Full USPTO retrosynthesis dataset with 1.9M reactions from patents (1976-2016). The task is: Predict the reactants needed to synthesize the given product. (1) Given the product [Br:21][C:19]1[CH:18]=[CH:17][C:15]2[N:16]=[C:12]([NH:11][C:9]3[N:8]=[C:7]([NH:22][C@H:23]4[CH2:24][CH2:25][C@H:26]([OH:29])[CH2:27][CH2:28]4)[N:6]=[C:5]([CH:4]=[O:3])[CH:10]=3)[S:13][C:14]=2[CH:20]=1, predict the reactants needed to synthesize it. The reactants are: C([O:3][CH:4](OCC)[C:5]1[CH:10]=[C:9]([NH:11][C:12]2[S:13][C:14]3[CH:20]=[C:19]([Br:21])[CH:18]=[CH:17][C:15]=3[N:16]=2)[N:8]=[C:7]([NH:22][C@H:23]2[CH2:28][CH2:27][C@H:26]([OH:29])[CH2:25][CH2:24]2)[N:6]=1)C.Cl. (2) The reactants are: [C:1]([O:5][C:6]([NH:8][C@H:9]([CH2:15][C:16]1[CH:21]=[C:20]([F:22])[C:19]([F:23])=[CH:18][C:17]=1[F:24])[CH2:10][C:11]([O:13]C)=[O:12])=[O:7])([CH3:4])([CH3:3])[CH3:2].C1(C)C=CC=CC=1.[OH-].[Na+].Cl. Given the product [C:1]([O:5][C:6]([NH:8][C@H:9]([CH2:15][C:16]1[CH:21]=[C:20]([F:22])[C:19]([F:23])=[CH:18][C:17]=1[F:24])[CH2:10][C:11]([OH:13])=[O:12])=[O:7])([CH3:4])([CH3:2])[CH3:3], predict the reactants needed to synthesize it. (3) The reactants are: [O:1]1[CH2:6][CH2:5][N:4]([CH:7]([CH3:22])[C:8]#[C:9][C:10]#[C:11][C:12]2[CH:21]=[CH:20][C:15]([C:16]([O:18]C)=[O:17])=[CH:14][CH:13]=2)[CH2:3][CH2:2]1.CO.O. Given the product [O:1]1[CH2:2][CH2:3][N:4]([CH:7]([CH3:22])[C:8]#[C:9][C:10]#[C:11][C:12]2[CH:13]=[CH:14][C:15]([C:16]([OH:18])=[O:17])=[CH:20][CH:21]=2)[CH2:5][CH2:6]1, predict the reactants needed to synthesize it. (4) Given the product [C:1]1([C:7]2[N:8]=[CH:9][N:10]([CH2:21][O:20][CH2:19][CH2:18][Si:15]([CH3:17])([CH3:16])[CH3:14])[CH:11]=2)[CH:2]=[CH:3][CH:4]=[CH:5][CH:6]=1, predict the reactants needed to synthesize it. The reactants are: [C:1]1([C:7]2[N:8]=[CH:9][NH:10][CH:11]=2)[CH:6]=[CH:5][CH:4]=[CH:3][CH:2]=1.[H-].[Na+].[CH3:14][Si:15]([CH2:18][CH2:19][O:20][CH2:21]Cl)([CH3:17])[CH3:16]. (5) Given the product [Br:1][C:2]1[CH:3]=[C:4]2[C:9](=[CH:10][CH:11]=1)[CH:8]([CH2:14][CH3:15])[C:7](=[O:12])[CH2:6][CH2:5]2, predict the reactants needed to synthesize it. The reactants are: [Br:1][C:2]1[CH:3]=[C:4]2[C:9](=[CH:10][CH:11]=1)[CH2:8][C:7](=[O:12])[CH2:6][CH2:5]2.N1CC[CH2:15][CH2:14]1.ICC. (6) Given the product [C:2]([C:4]([SH:9])([CH2:13][CH:12]=[CH2:11])[C:5]([CH3:8])([CH3:7])[CH3:6])([CH3:10])([CH3:3])[CH3:1], predict the reactants needed to synthesize it. The reactants are: [CH3:1][C:2]([CH3:10])([C:4](=[S:9])[C:5]([CH3:8])([CH3:7])[CH3:6])[CH3:3].[CH2:11]([Mg]Br)[CH:12]=[CH2:13]. (7) Given the product [F:17][C:12]1[CH:13]=[CH:14][CH:15]=[C:16]2[C:11]=1[C:10]([NH2:18])=[N:9][C:8]2([C:19]1[CH:24]=[C:23]([CH3:25])[C:22]([O:26][CH3:27])=[C:21]([CH3:28])[CH:20]=1)[C:6]1[CH:5]=[CH:4][N:3]=[C:2]([C:33]2[CH:34]=[N:29][CH:30]=[N:31][CH:32]=2)[CH:7]=1, predict the reactants needed to synthesize it. The reactants are: Br[C:2]1[CH:7]=[C:6]([C:8]2([C:19]3[CH:24]=[C:23]([CH3:25])[C:22]([O:26][CH3:27])=[C:21]([CH3:28])[CH:20]=3)[C:16]3[C:11](=[C:12]([F:17])[CH:13]=[CH:14][CH:15]=3)[C:10]([NH2:18])=[N:9]2)[CH:5]=[CH:4][N:3]=1.[N:29]1[CH:34]=[C:33](B(O)O)[CH:32]=[N:31][CH:30]=1. (8) Given the product [CH2:17]1[NH:16][CH2:15][C:14]2[NH:13][C:12]3[CH:11]=[CH:10][CH:9]=[C:8]4[C:2](=[O:1])[NH:3][N:4]=[C:5]1[C:6]=2[C:7]=34, predict the reactants needed to synthesize it. The reactants are: [O:1]=[C:2]1[C:8]2=[CH:9][CH:10]=[CH:11][C:12]3[NH:13][C:14]4[CH2:15][N:16](C(OCC5C=CC=CC=5)=O)[CH2:17][C:5]([C:6]=4[C:7]=32)=[N:4][NH:3]1.[H][H]. (9) Given the product [Cl:11][C:6]1[CH:5]=[C:4]([CH:2]([OH:3])[CH3:1])[CH:9]=[CH:8][C:7]=1[Cl:10], predict the reactants needed to synthesize it. The reactants are: [CH3:1][C:2]([C:4]1[CH:9]=[CH:8][C:7]([Cl:10])=[C:6]([Cl:11])[CH:5]=1)=[O:3].CC(C)([O-])C.[K+]. (10) Given the product [O:20]1[CH:21]=[CH:22][CH:23]=[C:19]1[C:4]1[C:5]([N+:16]([O-:18])=[O:17])=[C:6]([O:8][CH2:33][CH2:32][CH2:31][CH2:30][C:24]2[CH:29]=[CH:28][CH:27]=[CH:26][CH:25]=2)[N:7]=[C:2]([NH2:1])[N:3]=1, predict the reactants needed to synthesize it. The reactants are: [NH2:1][C:2]1[N:7]=[C:6]([O:8]S(C(F)(F)F)(=O)=O)[C:5]([N+:16]([O-:18])=[O:17])=[C:4]([C:19]2[O:20][CH:21]=[CH:22][CH:23]=2)[N:3]=1.[C:24]1([CH2:30][CH2:31][CH2:32][CH2:33]O)[CH:29]=[CH:28][CH:27]=[CH:26][CH:25]=1.C1CCN2C(=NCCC2)CC1.